Dataset: Reaction yield outcomes from USPTO patents with 853,638 reactions. Task: Predict the reaction yield, written as a fraction of the theoretical maximum amount of product (1.0 means a 100% yield; for example, 0.34 means a 34% yield). (1) The reactants are [NH2:1][C:2]1[N:6]([CH:7]2[CH2:12][CH2:11][CH2:10][CH2:9][CH2:8]2)[N:5]=[C:4]([C:13]2[CH:18]=[CH:17][C:16]([O:19][C:20]3[CH:25]=[CH:24][CH:23]=[CH:22][CH:21]=3)=[CH:15][CH:14]=2)[C:3]=1[C:26]#[N:27].C([O-])([O-])=[O:29].[K+].[K+].OO.O. The catalyst is CS(C)=O.CCOC(C)=O. The product is [NH2:1][C:2]1[N:6]([CH:7]2[CH2:12][CH2:11][CH2:10][CH2:9][CH2:8]2)[N:5]=[C:4]([C:13]2[CH:18]=[CH:17][C:16]([O:19][C:20]3[CH:25]=[CH:24][CH:23]=[CH:22][CH:21]=3)=[CH:15][CH:14]=2)[C:3]=1[C:26]([NH2:27])=[O:29]. The yield is 0.720. (2) The reactants are [Cl:1][C:2]1[CH:7]=[C:6]2[NH:8][C:9](=[O:32])[C:10]3([CH:15]([C:16]4[CH:21]=[CH:20][CH:19]=[C:18]([Cl:22])[CH:17]=4)[CH2:14][C:13](=[O:23])[NH:12][CH:11]3[C:24]3[CH:29]=[C:28](I)[CH:27]=[CH:26][C:25]=3[CH3:31])[C:5]2=[CH:4][CH:3]=1.C[Si]([C:37]#[CH:38])(C)C.C(N(CC)CC)C.[OH-].[Na+]. The catalyst is O1CCCC1.CO.[Cu]I. The product is [Cl:1][C:2]1[CH:7]=[C:6]2[NH:8][C:9](=[O:32])[C:10]3([CH:15]([C:16]4[CH:21]=[CH:20][CH:19]=[C:18]([Cl:22])[CH:17]=4)[CH2:14][C:13](=[O:23])[NH:12][CH:11]3[C:24]3[CH:29]=[C:28]([C:37]#[CH:38])[CH:27]=[CH:26][C:25]=3[CH3:31])[C:5]2=[CH:4][CH:3]=1. The yield is 0.540. (3) The reactants are [CH3:1][O:2][C:3](=[O:16])[C:4]1[CH:9]=[C:8](Cl)[N:7]=[C:6]([NH:11][C@H:12]([CH2:14][CH3:15])[CH3:13])[CH:5]=1.C1(P(C2C=CC=CC=2)C2C=CC3C(=CC=CC=3)C=2C2C3C(=CC=CC=3)C=CC=2P(C2C=CC=CC=2)C2C=CC=CC=2)C=CC=CC=1.C(=O)([O-])[O-].[Cs+].[Cs+].[CH3:69][S-:70].[Na+]. The catalyst is C([O-])(=O)C.[Pd+2].C([O-])(=O)C.C1(C)C=CC=CC=1. The product is [CH3:1][O:2][C:3](=[O:16])[C:4]1[CH:9]=[C:8]([S:70][CH3:69])[N:7]=[C:6]([NH:11][C@H:12]([CH2:14][CH3:15])[CH3:13])[CH:5]=1. The yield is 0.660. (4) The product is [NH3:5].[CH3:11][OH:12].[C:1]([N:5]1[CH2:10][CH2:9][NH:8][C@@H:7]([C:18]([N:20]2[CH2:25][CH2:24][N:23]([C:27]([NH:26][C:29]3[CH:34]=[CH:33][CH:32]=[C:31]([C:35]([F:36])([F:37])[F:38])[CH:30]=3)=[O:28])[CH2:22][CH2:21]2)=[O:19])[CH2:6]1)([CH3:4])([CH3:2])[CH3:3]. The yield is 0.100. The reactants are [C:1]([N:5]1[CH2:10][CH2:9][N:8]([C:11](OC(C)(C)C)=[O:12])[C@@H:7]([C:18]([N:20]2[CH2:25][CH2:24][NH:23][CH2:22][CH2:21]2)=[O:19])[CH2:6]1)([CH3:4])([CH3:3])[CH3:2].[N:26]([C:29]1[CH:34]=[CH:33][CH:32]=[C:31]([C:35]([F:38])([F:37])[F:36])[CH:30]=1)=[C:27]=[O:28]. The catalyst is C(Cl)Cl. (5) The reactants are [CH:1]([C:3]1[CH:18]=[CH:17][C:6]([O:7][C:8]2[N:9]=[CH:10][C:11]([C:14]([NH2:16])=[O:15])=[N:12][CH:13]=2)=[CH:5][CH:4]=1)=O.[CH3:19][C:20]([CH3:25])([CH3:24])[CH2:21][CH2:22][NH2:23].[BH4-].[Na+]. The catalyst is CO. The product is [CH3:19][C:20]([CH3:25])([CH3:24])[CH2:21][CH2:22][NH:23][CH2:1][C:3]1[CH:18]=[CH:17][C:6]([O:7][C:8]2[N:9]=[CH:10][C:11]([C:14]([NH2:16])=[O:15])=[N:12][CH:13]=2)=[CH:5][CH:4]=1. The yield is 0.338. (6) The reactants are CO[C:3](=[O:19])[C:4]([C:17]#[N:18])=[C:5]([NH:7][C:8]1[CH:13]=[CH:12][C:11]([N+:14]([O-:16])=[O:15])=[CH:10][CH:9]=1)[CH3:6]. The catalyst is C1C=CC(C2C=CC=CC=2)=CC=1.C1C=CC(OC2C=CC=CC=2)=CC=1.CS(C)=O. The product is [CH3:6][C:5]1[NH:7][C:8]2[C:9]([C:3](=[O:19])[C:4]=1[C:17]#[N:18])=[CH:10][C:11]([N+:14]([O-:16])=[O:15])=[CH:12][CH:13]=2. The yield is 0.210. (7) The reactants are [NH2:1][C:2]1[CH:12]=[CH:11][C:5]([C:6]([N:8]([CH3:10])[CH3:9])=[O:7])=[C:4]([F:13])[CH:3]=1.[Br:14][C:15]1[CH:20]=[CH:19][C:18]([N:21]=[C:22]=[O:23])=[CH:17][CH:16]=1. The catalyst is C(Cl)Cl. The product is [Br:14][C:15]1[CH:20]=[CH:19][C:18]([NH:21][C:22](=[O:23])[NH:1][C:2]2[CH:12]=[CH:11][C:5]([C:6]([N:8]([CH3:10])[CH3:9])=[O:7])=[C:4]([F:13])[CH:3]=2)=[CH:17][CH:16]=1. The yield is 0.580. (8) The reactants are [NH2:1][C:2]1[N:6]([C:7]2[CH:16]=[C:15]3[C:10]([C:11](=[O:17])[NH:12][CH:13]=[N:14]3)=[CH:9][CH:8]=2)[N:5]=[C:4]([C:18]([CH3:21])([CH3:20])[CH3:19])[CH:3]=1.[Cl:22][C:23]1[C:28]([Cl:29])=[CH:27][CH:26]=[CH:25][C:24]=1[N:30]=[C:31]=[O:32]. No catalyst specified. The product is [C:18]([C:4]1[CH:3]=[C:2]([NH:1][C:31]([NH:30][C:24]2[CH:25]=[CH:26][CH:27]=[C:28]([Cl:29])[C:23]=2[Cl:22])=[O:32])[N:6]([C:7]2[CH:16]=[C:15]3[C:10]([C:11](=[O:17])[NH:12][CH:13]=[N:14]3)=[CH:9][CH:8]=2)[N:5]=1)([CH3:21])([CH3:20])[CH3:19]. The yield is 0.510. (9) The reactants are Br[C:2]1[C:3]2[C:4]3[CH:17]=[CH:16][S:15][C:5]=3[C:6](=[O:14])[NH:7][C:8]=2[CH:9]=[CH:10][C:11]=1[O:12][CH3:13].CC1(C)C(C)(C)OB(/[CH:26]=[CH:27]/[CH2:28][N:29]2[CH2:34][CH2:33][CH:32]([NH:35][C:36](=[O:42])[O:37][C:38]([CH3:41])([CH3:40])[CH3:39])[CH2:31][CH2:30]2)O1. No catalyst specified. The product is [CH3:13][O:12][C:11]1[CH:10]=[CH:9][C:8]2[NH:7][C:6](=[O:14])[C:5]3[S:15][CH:16]=[CH:17][C:4]=3[C:3]=2[C:2]=1/[CH:26]=[CH:27]/[CH2:28][N:29]1[CH2:30][CH2:31][CH:32]([NH:35][C:36](=[O:42])[O:37][C:38]([CH3:41])([CH3:40])[CH3:39])[CH2:33][CH2:34]1. The yield is 0.570. (10) The reactants are C(OC([N:8]1[CH2:13][CH2:12][O:11][CH2:10][CH:9]1[CH2:14][O:15][C:16]([N:18]1[CH2:23][CH2:22][N:21]([C:24]2[CH:29]=[CH:28][C:27]([F:30])=[CH:26][CH:25]=2)[CH2:20][CH2:19]1)=[O:17])=O)(C)(C)C.C(O)(C(F)(F)F)=O. The catalyst is C(Cl)Cl. The product is [F:30][C:27]1[CH:28]=[CH:29][C:24]([N:21]2[CH2:20][CH2:19][N:18]([C:16]([O:15][CH2:14][CH:9]3[CH2:10][O:11][CH2:12][CH2:13][NH:8]3)=[O:17])[CH2:23][CH2:22]2)=[CH:25][CH:26]=1. The yield is 0.960.